Dataset: Forward reaction prediction with 1.9M reactions from USPTO patents (1976-2016). Task: Predict the product of the given reaction. Given the reactants C([O-])([O-])=O.[K+].[K+].[CH3:7][O:8][C:9]1[CH:42]=[CH:41][C:12]2[C:13]([C:16]3[C:24]4[C:19](=[CH:20][C:21]([O:25][C:26]([F:29])([F:28])[F:27])=[CH:22][CH:23]=4)[N:18](S(C4C=CC(C)=CC=4)(=O)=O)[C:17]=3[CH3:40])=[N:14][O:15][C:11]=2[CH:10]=1, predict the reaction product. The product is: [CH3:7][O:8][C:9]1[CH:42]=[CH:41][C:12]2[C:13]([C:16]3[C:24]4[C:19](=[CH:20][C:21]([O:25][C:26]([F:28])([F:27])[F:29])=[CH:22][CH:23]=4)[NH:18][C:17]=3[CH3:40])=[N:14][O:15][C:11]=2[CH:10]=1.